This data is from Full USPTO retrosynthesis dataset with 1.9M reactions from patents (1976-2016). The task is: Predict the reactants needed to synthesize the given product. (1) Given the product [CH2:34]([O:33][C:31](=[O:32])[CH2:30][N:17]1[C:16](=[O:19])[N:15]([CH2:20][C:21]2[CH:26]=[CH:25][C:24]([O:27][CH3:28])=[CH:23][CH:22]=2)[C:14]([C:11]2[CH:12]=[CH:13][C:8]([Cl:7])=[CH:9][CH:10]=2)=[N:18]1)[CH3:35], predict the reactants needed to synthesize it. The reactants are: C(=O)([O-])[O-].[K+].[K+].[Cl:7][C:8]1[CH:13]=[CH:12][C:11]([C:14]2[N:15]([CH2:20][C:21]3[CH:26]=[CH:25][C:24]([O:27][CH3:28])=[CH:23][CH:22]=3)[C:16](=[O:19])[NH:17][N:18]=2)=[CH:10][CH:9]=1.Cl[CH2:30][C:31]([O:33][CH2:34][CH3:35])=[O:32]. (2) Given the product [F:10][C:11]1[CH:12]=[C:13]([CH:34]2[C:39](=[O:40])[CH2:38][CH2:37][O:36][CH2:35]2)[CH:14]=[C:15]([F:17])[CH:16]=1, predict the reactants needed to synthesize it. The reactants are: Cl.N[C@@H]1CCCC[C@H]1O.[F:10][C:11]1[CH:12]=[C:13](B(O)O)[CH:14]=[C:15]([F:17])[CH:16]=1.C[Si]([N-][Si](C)(C)C)(C)C.[Na+].N#N.I[CH:34]1[C:39](OC)([O:40]C)[CH2:38][CH2:37][O:36][CH2:35]1.Cl. (3) The reactants are: Cl[C:2]1[N:11]=[C:10]([C:12]2[CH:17]=[CH:16][CH:15]=[C:14]([Cl:18])[CH:13]=2)[C:9]2[C:4](=[CH:5][CH:6]=[C:7]([C:19]([C:27]3[CH:32]=[CH:31][C:30]([O:33][CH3:34])=[CH:29][CH:28]=3)([C:21]3[N:25]([CH3:26])[CH:24]=[N:23][CH:22]=3)[OH:20])[CH:8]=2)[N:3]=1.[N-:35]=[N+:36]=[N-:37].[Na+]. Given the product [Cl:18][C:14]1[CH:13]=[C:12]([C:10]2[C:9]3[C:4](=[CH:5][CH:6]=[C:7]([C:19]([C:27]4[CH:28]=[CH:29][C:30]([O:33][CH3:34])=[CH:31][CH:32]=4)([C:21]4[N:25]([CH3:26])[CH:24]=[N:23][CH:22]=4)[OH:20])[CH:8]=3)[N:3]3[N:35]=[N:36][N:37]=[C:2]3[N:11]=2)[CH:17]=[CH:16][CH:15]=1, predict the reactants needed to synthesize it. (4) Given the product [CH3:1][O:2][C:3]1[C:4]([S:17]([Cl:16])(=[O:19])=[O:18])=[CH:5][C:6]2[CH2:7][CH2:8][C:9](=[O:15])[C:10]([CH3:13])([CH3:14])[C:11]=2[CH:12]=1, predict the reactants needed to synthesize it. The reactants are: [CH3:1][O:2][C:3]1[CH:12]=[C:11]2[C:6]([CH2:7][CH2:8][C:9](=[O:15])[C:10]2([CH3:14])[CH3:13])=[CH:5][CH:4]=1.[Cl:16][S:17](O)(=[O:19])=[O:18].C(Cl)(=O)C(Cl)=O.CN(C)C=O. (5) Given the product [Br:3][C:4]1[CH:9]=[CH:8][C:7]([O:10][CH:11]([F:13])[F:12])=[C:6]([O:14][CH:15]([CH:22]2[CH2:24][CH2:23]2)[C:16]#[CH:17])[CH:5]=1, predict the reactants needed to synthesize it. The reactants are: CO.[Br:3][C:4]1[CH:9]=[CH:8][C:7]([O:10][CH:11]([F:13])[F:12])=[C:6]([O:14][CH:15]([CH:22]2[CH2:24][CH2:23]2)[C:16]#[C:17][Si](C)(C)C)[CH:5]=1.C(=O)([O-])[O-].[K+].[K+].